This data is from Forward reaction prediction with 1.9M reactions from USPTO patents (1976-2016). The task is: Predict the product of the given reaction. (1) Given the reactants CCN(CC)CC.Br[C:9]1[CH:14]=[CH:13][CH:12]=[CH:11][N:10]=1.[CH2:15]([OH:19])[CH2:16][C:17]#[CH:18], predict the reaction product. The product is: [N:10]1[CH:11]=[CH:12][CH:13]=[CH:14][C:9]=1[C:18]#[C:17][CH2:16][CH2:15][OH:19]. (2) Given the reactants [S:1]1[CH:5]=[C:4]([CH:6]=[O:7])[C:3]2[CH:8]=[CH:9][CH:10]=[CH:11][C:2]1=2.[Li+].[Cl-].II.I[C:17]1S[C:20]2[CH:22]=[CH:23][CH:24]=[CH:25][C:19]=2[C:18]=1C=O.C1(C#C)C=CC=CC=1, predict the reaction product. The product is: [C:19]1([C:18]#[C:17][C:5]2[S:1][C:2]3[CH:11]=[CH:10][CH:9]=[CH:8][C:3]=3[C:4]=2[CH:6]=[O:7])[CH:25]=[CH:24][CH:23]=[CH:22][CH:20]=1. (3) Given the reactants [CH:1]1([CH:4]([C:11]2[CH:16]=[CH:15][N:14]=[C:13]([O:17][CH2:18][CH:19]3[CH2:24][CH2:23][N:22]([C:25]4[C:30]([C:31]([O:33]CC5C=CC=CC=5)=[O:32])=[CH:29][N:28]=[C:27]([O:41][CH3:42])[N:26]=4)[CH2:21][CH2:20]3)[CH:12]=2)[CH2:5][C:6]([O:8][CH2:9][CH3:10])=[O:7])[CH2:3][CH2:2]1, predict the reaction product. The product is: [CH:1]1([CH:4]([C:11]2[CH:16]=[CH:15][N:14]=[C:13]([O:17][CH2:18][CH:19]3[CH2:24][CH2:23][N:22]([C:25]4[C:30]([C:31]([OH:33])=[O:32])=[CH:29][N:28]=[C:27]([O:41][CH3:42])[N:26]=4)[CH2:21][CH2:20]3)[CH:12]=2)[CH2:5][C:6]([O:8][CH2:9][CH3:10])=[O:7])[CH2:3][CH2:2]1. (4) Given the reactants FC(F)(F)C(O)=O.C(OC([N:15]1[CH2:20][CH2:19][CH:18]([NH:21][C:22](=[O:38])[C:23]2[CH:28]=[CH:27][CH:26]=[CH:25][C:24]=2[O:29][C:30]2[CH:35]=[CH:34][C:33]([Cl:36])=[CH:32][C:31]=2[Cl:37])[CH2:17][CH2:16]1)=O)(C)(C)C.C([O-])([O-])=O.[K+].[K+].O, predict the reaction product. The product is: [Cl:37][C:31]1[CH:32]=[C:33]([Cl:36])[CH:34]=[CH:35][C:30]=1[O:29][C:24]1[CH:25]=[CH:26][CH:27]=[CH:28][C:23]=1[C:22]([NH:21][CH:18]1[CH2:19][CH2:20][NH:15][CH2:16][CH2:17]1)=[O:38].